This data is from Forward reaction prediction with 1.9M reactions from USPTO patents (1976-2016). The task is: Predict the product of the given reaction. (1) Given the reactants [C:1](Cl)(Cl)=[S:2].[NH2:5][C:6]1[C:7]([Cl:16])=[N:8][CH:9]=[C:10]([CH:15]=1)[C:11]([O:13][CH3:14])=[O:12].C(=O)([O-])[O-].[Na+].[Na+].C(OCC)(=O)C, predict the reaction product. The product is: [Cl:16][C:7]1[C:6]([N:5]=[C:1]=[S:2])=[CH:15][C:10]([C:11]([O:13][CH3:14])=[O:12])=[CH:9][N:8]=1. (2) Given the reactants [CH3:1][O:2][C:3]1[N:8]=[C:7]2[CH:9]=[CH:10][NH:11][C:6]2=[CH:5][CH:4]=1.C1N2CN3CN(C2)CN1C3.[C:22](O)(=[O:24])C, predict the reaction product. The product is: [CH3:1][O:2][C:3]1[N:8]=[C:7]2[C:9]([CH:22]=[O:24])=[CH:10][NH:11][C:6]2=[CH:5][CH:4]=1. (3) Given the reactants [Br:1][C:2]1[C:3]([NH2:9])=[N:4][C:5]([Cl:8])=[N:6][CH:7]=1.[H-].[Na+].Cl[CH2:13][C:14]([CH3:16])=[CH2:15], predict the reaction product. The product is: [Br:1][C:2]1[C:3]([NH:9][CH2:15][C:14]([CH3:16])=[CH2:13])=[N:4][C:5]([Cl:8])=[N:6][CH:7]=1. (4) Given the reactants CN(C=O)C.[OH:6][CH2:7][CH2:8][C:9]1[N:10]([CH2:14][CH2:15][CH2:16][CH2:17][C:18]2[CH:23]=[CH:22][C:21]([OH:24])=[CH:20][CH:19]=2)[CH:11]=[CH:12][N:13]=1.[H-].[Na+].Cl[CH2:28][C:29]1[N:30]=[C:31](/[CH:34]=[CH:35]/[C:36]2[CH:41]=[CH:40][C:39]([F:42])=[CH:38][C:37]=2[F:43])[O:32][CH:33]=1, predict the reaction product. The product is: [F:43][C:37]1[CH:38]=[C:39]([F:42])[CH:40]=[CH:41][C:36]=1/[CH:35]=[CH:34]/[C:31]1[O:32][CH:33]=[C:29]([CH2:28][O:24][C:21]2[CH:20]=[CH:19][C:18]([CH2:17][CH2:16][CH2:15][CH2:14][N:10]3[CH:11]=[CH:12][N:13]=[C:9]3[CH2:8][CH2:7][OH:6])=[CH:23][CH:22]=2)[N:30]=1. (5) Given the reactants [CH3:1][C:2]1[O:3][CH:4]=[C:5]([CH2:7][OH:8])[N:6]=1.[Cl:9][C:10]1[C:15]([Cl:16])=[CH:14][CH:13]=[CH:12][C:11]=1[S:17]([NH:20][C:21]1[C:26](Cl)=[N:25][C:24]([Cl:28])=[CH:23][N:22]=1)(=[O:19])=[O:18], predict the reaction product. The product is: [Cl:9][C:10]1[C:15]([Cl:16])=[CH:14][CH:13]=[CH:12][C:11]=1[S:17]([NH:20][C:21]1[C:26]([O:8][CH2:7][C:5]2[N:6]=[C:2]([CH3:1])[O:3][CH:4]=2)=[N:25][C:24]([Cl:28])=[CH:23][N:22]=1)(=[O:19])=[O:18].